From a dataset of Catalyst prediction with 721,799 reactions and 888 catalyst types from USPTO. Predict which catalyst facilitates the given reaction. (1) The catalyst class is: 51. Product: [I:20][C:18]1[CH:17]=[CH:16][C:14]([NH:15][C:2]2[S:3][C:4]3[CH:10]=[C:9]([Cl:11])[CH:8]=[CH:7][C:5]=3[N:6]=2)=[C:13]([F:12])[CH:19]=1. Reactant: Cl[C:2]1[S:3][C:4]2[CH:10]=[C:9]([Cl:11])[CH:8]=[CH:7][C:5]=2[N:6]=1.[F:12][C:13]1[CH:19]=[C:18]([I:20])[CH:17]=[CH:16][C:14]=1[NH2:15].Cl. (2) Reactant: [F-].C([O:6][C:7]([NH:9][C:10]1[N:11]=[CH:12][CH:13]=[C:14]2[C:19]=1[CH:18]=[N+:17]([CH3:20])[C:16]1[CH:21]=[C:22]([Cl:25])[CH:23]=[CH:24][C:15]2=1)=[O:8])(C)(C)C.[OH-].[Na+].[O-:28][Mn](=O)(=O)=O.[K+]. Product: [Cl:25][C:22]1[CH:23]=[CH:24][C:15]2[C:14]3[C:19](=[C:10]([NH:9][C:7](=[O:8])[OH:6])[N:11]=[CH:12][CH:13]=3)[C:18](=[O:28])[N:17]([CH3:20])[C:16]=2[CH:21]=1. The catalyst class is: 34. (3) Reactant: [F-].C([N+](CCCC)(CCCC)CCCC)CCC.O.C(NC([N:25]1[C:33]2[C:28](=[CH:29][C:30]([O:34][C:35]3[C:36]4[CH:43]=[C:42]([C:44]5[CH:49]=[CH:48][C:47]([O:50][CH2:51][C:52]6[CH:57]=[CH:56][CH:55]=[CH:54][CH:53]=6)=[CH:46][CH:45]=5)[N:41](COCC[Si](C)(C)C)[C:37]=4[N:38]=[CH:39][N:40]=3)=[CH:31][CH:32]=2)[CH:27]=[CH:26]1)=O)C. Product: [CH2:51]([O:50][C:47]1[CH:48]=[CH:49][C:44]([C:42]2[NH:41][C:37]3[N:38]=[CH:39][N:40]=[C:35]([O:34][C:30]4[CH:29]=[C:28]5[C:33](=[CH:32][CH:31]=4)[NH:25][CH:26]=[CH:27]5)[C:36]=3[CH:43]=2)=[CH:45][CH:46]=1)[C:52]1[CH:53]=[CH:54][CH:55]=[CH:56][CH:57]=1. The catalyst class is: 7.